From a dataset of Antibody developability classification from SAbDab with 2,409 antibodies. Regression/Classification. Given an antibody's heavy chain and light chain sequences, predict its developability. TAP uses regression for 5 developability metrics; SAbDab uses binary classification. (1) The antibody is ['EVQLQESGPGLVKPSQSLSLTCTVTGYSITSDYAWNWIRQFPGNKLEWMGYISYSGTTSYNPSLKSRISITRDTSKNQFFLQLNSVTTEDTATYYCGRTGVYRYPERAPYWGQGTLVTVSA', 'QIVMTQSPFSMYATLGERVTITCKASQDIYSYLSWLQQKPGKSLKTLIYRANRLITGVPSRFSGSGSGQDYSLTISSLEYEDMGIYYCLQYDEFPYTFGGGTKLEMK']. Result: 0 (not developable). (2) The antibody is ['EVQLQQSGAELARPGASVKLSCRTSGYSFTTYWMQWVRQRPGQGLEWIAAIYPGDDDARYTQKFKGKATLTADRSSSIVYLQLNSLTSEDSAVYSCSRGRSLYYTMDYWGQGTSVTVSS', 'QAVVTQESALTTSPGETVTLTCRSSSGAITTSHYANWIQEKPDHLFTGLISGTNNRAPGVPARFSGSLIGDKAALTITGAQTEDEAIYICALWFSNQFIFGSGTKVTVL']. Result: 0 (not developable). (3) The antibody is ['QVQLVQSGAEVKKPGSSVKVSCRASGGTGGTFSAYAFTWVRQAPGQGLEWMGGITGMFGTANYAQKFQGRVTITADELTSTAYMELSSLTSEDTALYYCARGLYYYESSLDYWGQGTLVTVSS', 'EIVLTQSPGTLSLSPGERATLSCRASQSLSSKYLAWYQQKPGQAPRLLIYGASSRATGIPDRFSGSGSGTDFTLTISRLEPEDFAVYSCQQYDGVPRTFGQGTTVEIK']. Result: 0 (not developable). (4) The antibody is ['QVQLQESGPGLVKPSETLSVTCAVSGVSFSSFWWGWIRQSPGKGLEWIGTIYGSSGRGEYNPSLKSRTTISRDTSKSQISLELTSVTAADTAIYYCSRGLFQPAGFTFTLTSYWFDVWGPGVPVTVSS', 'DIQVTQSPSSLSASVGDTVTISCRTSQSISTWLAWYQVKPGKAPKLLIYTASSLASGVPSRFSGSGSGTDFTLTISSLQSEDFATYYCQQYISLPPTFGLGTKVEIK']. Result: 0 (not developable). (5) The antibody is ['QVQLQESGPGLVKPSETLSVTCSVSGDSMNNYYWTWIRQSPGKGLEWIGYISDRESATYNPSLNSRVVISRDTSKNQLSLKLNSVTPADTAVYYCATARRGQRIYGVVSFGEFFYYYSMDVWGKGTTVTVSS', 'LSVALGETARISCGRQALGSRAVQWYQHRPGQAPILLIYNNQDRPSGIPERFSGTPDINFGTRATLTISGVEAGDEADYYCHMWDSRSGFSWSFGGATRLTVL']. Result: 0 (not developable).